Dataset: Reaction yield outcomes from USPTO patents with 853,638 reactions. Task: Predict the reaction yield, written as a fraction of the theoretical maximum amount of product (1.0 means a 100% yield; for example, 0.34 means a 34% yield). (1) The reactants are [Br:1][C:2]1[CH:3]=[C:4]([OH:9])C(=O)NC=1.[H-].[Na+].I[CH3:13].[CH3:14][N:15]([CH:17]=[O:18])[CH3:16]. No catalyst specified. The product is [Br:1][C:2]1[CH:3]=[C:4]([O:9][CH3:13])[C:17](=[O:18])[N:15]([CH3:16])[CH:14]=1. The yield is 0.960. (2) The reactants are [H-].[H-].[H-].[H-].[Li+].[Al+3].[CH:7]([N:10]1[CH2:15][CH2:14][CH:13]([C:16]([NH2:18])=O)[CH2:12][CH2:11]1)([CH3:9])[CH3:8].O.[OH-].[Na+]. The catalyst is C1COCC1. The product is [CH:7]([N:10]1[CH2:15][CH2:14][CH:13]([CH2:16][NH2:18])[CH2:12][CH2:11]1)([CH3:9])[CH3:8]. The yield is 0.280.